This data is from Catalyst prediction with 721,799 reactions and 888 catalyst types from USPTO. The task is: Predict which catalyst facilitates the given reaction. Reactant: [C:1]([O:4][C:5]1[CH:14]=[C:13]2[C:8]([CH:9]=[C:10]([CH2:16]Br)[C:11](=[O:15])[O:12]2)=[CH:7][CH:6]=1)(=[O:3])[CH3:2].[C:18]1(=[O:28])[NH:22][C:21](=[O:23])[C:20]2=[CH:24][CH:25]=[CH:26][CH:27]=[C:19]12.[K]. Product: [C:1]([O:4][C:5]1[CH:14]=[C:13]2[C:8]([CH:9]=[C:10]([CH2:16][N:22]3[C:21](=[O:23])[C:20]4=[CH:24][CH:25]=[CH:26][CH:27]=[C:19]4[C:18]3=[O:28])[C:11](=[O:15])[O:12]2)=[CH:7][CH:6]=1)(=[O:3])[CH3:2]. The catalyst class is: 3.